This data is from Reaction yield outcomes from USPTO patents with 853,638 reactions. The task is: Predict the reaction yield, written as a fraction of the theoretical maximum amount of product (1.0 means a 100% yield; for example, 0.34 means a 34% yield). (1) The reactants are [F:1][C:2]1[CH:3]=[CH:4][C:5]([N+:11]([O-:13])=[O:12])=[C:6]([CH:10]=1)[C:7]([OH:9])=O.[NH2:14][C:15]1[CH:20]=[CH:19][C:18]([Br:21])=[CH:17][N:16]=1.P(Cl)(Cl)(Cl)=O. The catalyst is N1C=CC=CC=1. The product is [Br:21][C:18]1[CH:19]=[CH:20][C:15]([NH:14][C:7]([C:6]2[CH:10]=[C:2]([F:1])[CH:3]=[CH:4][C:5]=2[N+:11]([O-:13])=[O:12])=[O:9])=[N:16][CH:17]=1. The yield is 0.680. (2) The reactants are [Cl:1][C:2]1[CH:7]=[CH:6][C:5]([N+:8]([O-:10])=[O:9])=[CH:4][C:3]=1[C:11]1[NH:15][C:14]2[CH:16]=[CH:17][C:18]([C:20]([NH:22][OH:23])=[NH:21])=[CH:19][C:13]=2[N:12]=1.[CH3:24]CCCCCC. The catalyst is C(OCC)(OCC)OCC.Cl. The product is [Cl:1][C:2]1[CH:7]=[CH:6][C:5]([N+:8]([O-:10])=[O:9])=[CH:4][C:3]=1[C:11]1[NH:15][C:14]2[CH:16]=[CH:17][C:18]([C:20]3[N:21]=[CH:24][O:23][N:22]=3)=[CH:19][C:13]=2[N:12]=1. The yield is 0.620. (3) The reactants are [F:1][C:2]1[CH:3]=[C:4]([CH:42]=[C:43]([F:45])[CH:44]=1)[C:5]([C:7]1[CH:8]=[C:9]2[C:13](=[CH:14][CH:15]=1)[N:12]([C:16]([C:29]1[CH:34]=[CH:33][CH:32]=[CH:31][CH:30]=1)([C:23]1[CH:28]=[CH:27][CH:26]=[CH:25][CH:24]=1)[C:17]1[CH:22]=[CH:21][CH:20]=[CH:19][CH:18]=1)[N:11]=[C:10]2[NH:35]C(=O)C(F)(F)F)=[O:6].C(O)(C)C.O1CCCC1. The catalyst is C(N(CC)CC)C. The product is [NH2:35][C:10]1[C:9]2[C:13](=[CH:14][CH:15]=[C:7]([C:5]([C:4]3[CH:42]=[C:43]([F:45])[CH:44]=[C:2]([F:1])[CH:3]=3)=[O:6])[CH:8]=2)[N:12]([C:16]([C:23]2[CH:24]=[CH:25][CH:26]=[CH:27][CH:28]=2)([C:29]2[CH:30]=[CH:31][CH:32]=[CH:33][CH:34]=2)[C:17]2[CH:22]=[CH:21][CH:20]=[CH:19][CH:18]=2)[N:11]=1. The yield is 0.990. (4) The reactants are [C:9](O[C:9]([O:11][C:12]([CH3:15])([CH3:14])[CH3:13])=[O:10])([O:11][C:12]([CH3:15])([CH3:14])[CH3:13])=[O:10].[Br:16][C:17]1[CH:22]=[CH:21][C:20]([S:23]([N:26]2[CH2:31][CH2:30][NH:29][CH2:28][CH2:27]2)(=[O:25])=[O:24])=[CH:19][CH:18]=1. The catalyst is CN(C)C1C=CN=CC=1.O1CCCC1. The product is [Br:16][C:17]1[CH:18]=[CH:19][C:20]([S:23]([N:26]2[CH2:31][CH2:30][N:29]([C:9]([O:11][C:12]([CH3:13])([CH3:14])[CH3:15])=[O:10])[CH2:28][CH2:27]2)(=[O:25])=[O:24])=[CH:21][CH:22]=1. The yield is 0.950. (5) The reactants are [N+:1]([C:4]1[CH:12]=[CH:11][CH:10]=[C:6]([C:7]([OH:9])=[O:8])[C:5]=1[C:13]([OH:15])=[O:14])([O-])=O.[H][H]. The catalyst is [Pd].C(O)C. The product is [NH2:1][C:4]1[CH:12]=[CH:11][CH:10]=[C:6]([C:7]([OH:9])=[O:8])[C:5]=1[C:13]([OH:15])=[O:14]. The yield is 0.840. (6) The reactants are [C:1]1([S:7]([C:10]2[CH:11]=[C:12]3[C:17](=[CH:18][CH:19]=2)[CH:16]([CH2:20][CH2:21][C:22]#[N:23])[CH2:15][CH2:14][CH2:13]3)(=[O:9])=[O:8])[CH:6]=[CH:5][CH:4]=[CH:3][CH:2]=1. The yield is 0.254. The product is [C:1]1([S:7]([C:10]2[CH:11]=[C:12]3[C:17](=[CH:18][CH:19]=2)[CH:16]([CH2:20][CH2:21][CH2:22][NH2:23])[CH2:15][CH2:14][CH2:13]3)(=[O:9])=[O:8])[CH:2]=[CH:3][CH:4]=[CH:5][CH:6]=1. The catalyst is C1COCC1. (7) The reactants are [C:1]([O:5][C:6](=[O:9])[NH:7][NH2:8])([CH3:4])([CH3:3])[CH3:2].C(=O)([O-])[O-].[K+].[K+].[CH2:16]([C:18]1[C:26]([O:27][CH3:28])=[CH:25][CH:24]=[CH:23][C:19]=1[C:20](Cl)=[O:21])[CH3:17]. The catalyst is C(Cl)Cl.O. The product is [C:1]([O:5][C:6]([NH:7][NH:8][C:20](=[O:21])[C:19]1[CH:23]=[CH:24][CH:25]=[C:26]([O:27][CH3:28])[C:18]=1[CH2:16][CH3:17])=[O:9])([CH3:4])([CH3:3])[CH3:2]. The yield is 0.940.